This data is from Forward reaction prediction with 1.9M reactions from USPTO patents (1976-2016). The task is: Predict the product of the given reaction. Given the reactants [OH:1][C:2]1[CH:7]=[CH:6][C:5]([C:8]2[CH:13]=[CH:12][C:11]([C:14]([OH:16])=[O:15])=[CH:10][CH:9]=2)=[CH:4][CH:3]=1.OS(O)(=O)=O.[CH3:22]O, predict the reaction product. The product is: [OH:1][C:2]1[CH:3]=[CH:4][C:5]([C:8]2[CH:13]=[CH:12][C:11]([C:14]([O:16][CH3:22])=[O:15])=[CH:10][CH:9]=2)=[CH:6][CH:7]=1.